The task is: Predict the reaction yield, written as a fraction of the theoretical maximum amount of product (1.0 means a 100% yield; for example, 0.34 means a 34% yield).. This data is from Reaction yield outcomes from USPTO patents with 853,638 reactions. (1) The yield is 0.160. The product is [CH2:1]([C:3]1[S:17][C:6]2[N:7]([CH2:19][C:20]3[CH:25]=[CH:24][C:23]([C:26]4[CH:31]=[CH:30][CH:29]=[CH:28][C:27]=4[C:32]4[NH:36][C:35](=[O:42])[O:34][N:33]=4)=[CH:22][CH:21]=3)[C:8](=[O:16])[N:9]([CH2:12][CH2:13][O:14][CH3:15])[C:10](=[O:11])[C:5]=2[CH:4]=1)[CH3:2]. The reactants are [CH2:1]([C:3]1[S:17][C:6]2[NH:7][C:8](=[O:16])[N:9]([CH2:12][CH2:13][O:14][CH3:15])[C:10](=[O:11])[C:5]=2[CH:4]=1)[CH3:2].Br[CH2:19][C:20]1[CH:25]=[CH:24][C:23]([C:26]2[CH:31]=[CH:30][CH:29]=[CH:28][C:27]=2[C:32]2[N:36]=[C:35](C(Cl)(Cl)Cl)[O:34][N:33]=2)=[CH:22][CH:21]=1.C(=O)([O-])[O-:42].[K+].[K+].CN(C)C=O. The catalyst is C(OCC)(=O)C. (2) The reactants are Br[C:2]1[C:15]2[C:16]3=[C:17]4[C:12](=[CH:13][CH:14]=2)[CH:11]=[CH:10][C:9](Br)=[C:8]4[CH:7]=[CH:6][C:5]3=[CH:4][CH:3]=1.[CH3:19][C:20]1[CH:21]=[C:22]([NH:27][C:28]2[CH:33]=[CH:32][C:31]([C:34]3([C:47]4[CH:52]=[CH:51][CH:50]=[CH:49][CH:48]=4)[C:46]4[CH:45]=[CH:44][CH:43]=[CH:42][C:41]=4[C:40]4[C:35]3=[CH:36][CH:37]=[CH:38][CH:39]=4)=[CH:30][CH:29]=2)[CH:23]=[C:24]([CH3:26])[CH:25]=1.[CH3:53][C:54]([CH3:57])([O-])[CH3:55].[Na+].[C:68](P([C:68]([CH3:71])([CH3:70])[CH3:69])[C:68]([CH3:71])([CH3:70])[CH3:69])([CH3:71])([CH3:70])[CH3:69]. The catalyst is C1C=CC(/C=C/C(/C=C/C2C=CC=CC=2)=O)=CC=1.C1C=CC(/C=C/C(/C=C/C2C=CC=CC=2)=O)=CC=1.[Pd].C1(C)C=CC=CC=1.CCCCCC. The product is [CH3:26][C:24]1[CH:23]=[C:22]([N:27]([C:28]2[CH:29]=[CH:30][C:31]([C:34]3([C:47]4[CH:52]=[CH:51][CH:50]=[CH:49][CH:48]=4)[C:35]4[CH:36]=[CH:37][CH:38]=[CH:39][C:40]=4[C:41]4[C:46]3=[CH:45][CH:44]=[CH:43][CH:42]=4)=[CH:32][CH:33]=2)[C:2]2[C:15]3=[C:16]4[C:17]5[C:12]([CH:13]=[CH:14]3)=[CH:11][CH:10]=[C:9]([N:27]([C:28]3[CH:29]=[C:30]([CH3:31])[CH:70]=[C:68]([CH3:69])[CH:71]=3)[C:22]3[CH:23]=[CH:55][C:54]([C:57]6([C:50]7[CH:49]=[CH:48][CH:47]=[CH:52][CH:51]=7)[C:42]7[CH:43]=[CH:44][CH:45]=[CH:46][C:41]=7[C:40]7[C:39]6=[CH:38][CH:37]=[CH:36][CH:35]=7)=[CH:53][CH:21]=3)[C:8]=5[CH:7]=[CH:6][C:5]4=[CH:4][CH:3]=2)[CH:21]=[C:20]([CH3:19])[CH:25]=1. The yield is 0.560. (3) The reactants are [Cl:1][C:2]1[CH:12]=[C:11]([NH:13]CC2C=CC(OC)=CC=2OC)[C:5]([C:6]([O:8][CH2:9][CH3:10])=[O:7])=[CH:4][N:3]=1. The catalyst is C(O)(C(F)(F)F)=O. The product is [NH2:13][C:11]1[C:5]([C:6]([O:8][CH2:9][CH3:10])=[O:7])=[CH:4][N:3]=[C:2]([Cl:1])[CH:12]=1. The yield is 0.610. (4) The reactants are [CH2:1]([O:3][C:4]([C:6]1[CH:7]=[N:8][C:9]2[C:14]([C:15]=1Cl)=[CH:13][CH:12]=[CH:11][C:10]=2[O:17][CH3:18])=[O:5])[CH3:2].[O:19]1[CH2:23][CH2:22][CH:21]([NH2:24])[CH2:20]1. No catalyst specified. The product is [CH2:1]([O:3][C:4]([C:6]1[CH:7]=[N:8][C:9]2[C:14]([C:15]=1[NH:24][CH:21]1[CH2:22][CH2:23][O:19][CH2:20]1)=[CH:13][CH:12]=[CH:11][C:10]=2[O:17][CH3:18])=[O:5])[CH3:2]. The yield is 1.00. (5) The reactants are [F:1][C:2]1[C:7]([C:8]([F:11])([F:10])[F:9])=[CH:6][CH:5]=[CH:4][C:3]=1[C:12](=[O:14])[CH3:13].[Br-:15].[Br-].[Br-].C1([N+](C)(C)C)C=CC=CC=1.C1([N+](C)(C)C)C=CC=CC=1.C1([N+](C)(C)C)C=CC=CC=1. The catalyst is C(OCC)C.C(=O)([O-])O.[Na+]. The product is [Br:15][CH2:13][C:12]([C:3]1[CH:4]=[CH:5][CH:6]=[C:7]([C:8]([F:10])([F:11])[F:9])[C:2]=1[F:1])=[O:14]. The yield is 0.990.